This data is from Forward reaction prediction with 1.9M reactions from USPTO patents (1976-2016). The task is: Predict the product of the given reaction. (1) Given the reactants [C:7](O[C:7](=[O:11])[CH:8]([CH3:10])[CH3:9])(=[O:11])[CH:8]([CH3:10])[CH3:9].[CH2:12]([C:16]1[CH:22]=[CH:21][C:19]([NH2:20])=[C:18]([CH3:23])[CH:17]=1)[CH2:13][CH2:14][CH3:15].C(N(CC)CC)C.Cl, predict the reaction product. The product is: [CH2:12]([C:16]1[CH:22]=[CH:21][C:19]([NH:20][C:7](=[O:11])[CH:8]([CH3:9])[CH3:10])=[C:18]([CH3:23])[CH:17]=1)[CH2:13][CH2:14][CH3:15]. (2) Given the reactants [CH:1]1([O:7][C:8]2[CH:13]=[C:12]([O:14][CH2:15][CH2:16][O:17][CH3:18])[CH:11]=[CH:10][C:9]=2[CH2:19][CH2:20][C:21](OCC)=[O:22])[CH2:6][CH2:5][CH2:4][CH2:3][CH2:2]1.[H-].C([Al+]CC(C)C)C(C)C.O.O.O.O.O.O.O.O.O.O.S([O-])([O-])(=O)=O.[Na+].[Na+].C(OCC)C, predict the reaction product. The product is: [CH:1]1([O:7][C:8]2[CH:13]=[C:12]([O:14][CH2:15][CH2:16][O:17][CH3:18])[CH:11]=[CH:10][C:9]=2[CH2:19][CH2:20][CH2:21][OH:22])[CH2:2][CH2:3][CH2:4][CH2:5][CH2:6]1. (3) Given the reactants [CH2:1]([NH:8][C@@H:9]([C:20]1[NH:21][CH:22]=[C:23]([C:25]2[CH:30]=[CH:29][CH:28]=[CH:27][CH:26]=2)[N:24]=1)[CH2:10][C:11]1[C:19]2[C:14](=[CH:15][CH:16]=[CH:17][CH:18]=2)[NH:13][CH:12]=1)[C:2]1[CH:7]=[CH:6][CH:5]=[CH:4][CH:3]=1.S(C1C=CC(C)=CC=1)(O[CH3:35])(=O)=O.CC([O-])(C)C.[K+].C(=O)(O)[O-].[Na+], predict the reaction product. The product is: [CH2:1]([N:8]([CH3:35])[C@@H:9]([C:20]1[NH:21][CH:22]=[C:23]([C:25]2[CH:30]=[CH:29][CH:28]=[CH:27][CH:26]=2)[N:24]=1)[CH2:10][C:11]1[C:19]2[C:14](=[CH:15][CH:16]=[CH:17][CH:18]=2)[NH:13][CH:12]=1)[C:2]1[CH:7]=[CH:6][CH:5]=[CH:4][CH:3]=1. (4) Given the reactants [NH2:1][C:2]1[N:16]=[CH:15][C:14](Br)=[CH:13][C:3]=1[C:4]([NH:6][C:7]1[CH:12]=[CH:11][N:10]=[N:9][CH:8]=1)=[O:5].CC1(C)C(C)(C)OB([C:26]2[CH:27]=[C:28]([N:32]3[CH:36]=[CH:35][CH:34]=[N:33]3)[CH:29]=[CH:30][CH:31]=2)O1, predict the reaction product. The product is: [NH2:1][C:2]1[N:16]=[CH:15][C:14]([C:26]2[CH:31]=[CH:30][CH:29]=[C:28]([N:32]3[CH:36]=[CH:35][CH:34]=[N:33]3)[CH:27]=2)=[CH:13][C:3]=1[C:4]([NH:6][C:7]1[CH:12]=[CH:11][N:10]=[N:9][CH:8]=1)=[O:5]. (5) Given the reactants C([O:3][C:4]([CH:6]1[CH2:11][CH2:10][CH:9]([O:12][Si:13]([C:16]([CH3:19])([CH3:18])[CH3:17])([CH3:15])[CH3:14])[CH2:8][CH2:7]1)=[O:5])C.O.[OH-].[Li+], predict the reaction product. The product is: [C:16]([Si:13]([CH3:15])([CH3:14])[O:12][CH:9]1[CH2:10][CH2:11][CH:6]([C:4]([OH:5])=[O:3])[CH2:7][CH2:8]1)([CH3:19])([CH3:18])[CH3:17]. (6) Given the reactants [Cl:1][C:2]1[C:7]([NH:8][CH:9]2[CH2:14][CH2:13][CH:12]([C:15]3[CH:20]=[CH:19][CH:18]=[CH:17][CH:16]=3)[CH2:11][CH2:10]2)=[CH:6][N:5]=[N:4][C:3]=1[NH:21][NH:22][C:23](=[O:29])[CH2:24][C:25]([F:28])([F:27])[F:26].P(Cl)(Cl)(Cl)=[O:31], predict the reaction product. The product is: [C:23]([O-:29])(=[O:31])[CH3:24].[NH4+:4].[Cl:1][C:2]1[C:3]2[N:4]([C:23]([CH2:24][C:25]([F:28])([F:27])[F:26])=[N:22][N:21]=2)[N:5]=[CH:6][C:7]=1[NH:8][CH:9]1[CH2:14][CH2:13][CH:12]([C:15]2[CH:20]=[CH:19][CH:18]=[CH:17][CH:16]=2)[CH2:11][CH2:10]1. (7) Given the reactants [Cl:1][C:2]1[CH:15]=[CH:14][C:5]([CH2:6][C:7]2[C:8]([CH3:13])=[N:9][NH:10][C:11]=2[NH2:12])=[CH:4][CH:3]=1.[CH:16]([O:19][C:20]1[CH:25]=[CH:24][C:23]([C:26](=O)[CH2:27][C:28](OC)=[O:29])=[CH:22][CH:21]=1)([CH3:18])[CH3:17], predict the reaction product. The product is: [Cl:1][C:2]1[CH:15]=[CH:14][C:5]([CH2:6][C:7]2[C:8]([CH3:13])=[N:9][N:10]3[C:28](=[O:29])[CH:27]=[C:26]([C:23]4[CH:22]=[CH:21][C:20]([O:19][CH:16]([CH3:18])[CH3:17])=[CH:25][CH:24]=4)[NH:12][C:11]=23)=[CH:4][CH:3]=1. (8) The product is: [Br:1][C:2]1[C:3]([O:13][CH3:14])=[C:4]([C:9]([CH2:12][Br:27])=[CH:10][CH:11]=1)[C:5]([O:7][CH3:8])=[O:6]. Given the reactants [Br:1][C:2]1[C:3]([O:13][CH3:14])=[C:4]([C:9]([CH3:12])=[CH:10][CH:11]=1)[C:5]([O:7][CH3:8])=[O:6].CC(N=NC(C#N)(C)C)(C#N)C.[Br:27]N1C(C)(C)C(=O)N(Br)C1=O.C(Br)C1C=CC=CC=1, predict the reaction product.